From a dataset of Forward reaction prediction with 1.9M reactions from USPTO patents (1976-2016). Predict the product of the given reaction. Given the reactants BrC1C=CC(C(N2CCN(C3C(C)=CC(C)=CN=3)CC2)=O)=CC=1.COC1C=CC(CN2CC(C)(C)NC2=O)=CC=1.[CH3:41][C:42]1[C:43]([N:49]2[CH2:54][CH2:53][N:52]([C:55]([C:57]3[CH:62]=[CH:61][C:60]([N:63]4[C:67]([CH3:69])([CH3:68])[CH2:66][N:65](CC5C=CC(OC)=CC=5)[C:64]4=[O:79])=[CH:59][CH:58]=3)=[O:56])[CH2:51][CH2:50]2)=[N:44][CH:45]=[C:46]([CH3:48])[CH:47]=1, predict the reaction product. The product is: [CH3:41][C:42]1[C:43]([N:49]2[CH2:50][CH2:51][N:52]([C:55]([C:57]3[CH:58]=[CH:59][C:60]([N:63]4[C:67]([CH3:68])([CH3:69])[CH2:66][NH:65][C:64]4=[O:79])=[CH:61][CH:62]=3)=[O:56])[CH2:53][CH2:54]2)=[N:44][CH:45]=[C:46]([CH3:48])[CH:47]=1.